From a dataset of Forward reaction prediction with 1.9M reactions from USPTO patents (1976-2016). Predict the product of the given reaction. (1) Given the reactants [C:1]1([C:7]2[O:8][C:9]([C:15]([F:18])([F:17])[F:16])=[C:10]([C:12]([OH:14])=O)[N:11]=2)[CH:6]=[CH:5][CH:4]=[CH:3][CH:2]=1.[NH2:19][C:20]1[CH:21]=[CH:22][C:23]([N:26]2[CH2:30][CH2:29][CH2:28][C@H:27]2[CH2:31][OH:32])=[N:24][CH:25]=1, predict the reaction product. The product is: [OH:32][CH2:31][C@@H:27]1[CH2:28][CH2:29][CH2:30][N:26]1[C:23]1[N:24]=[CH:25][C:20]([NH:19][C:12]([C:10]2[N:11]=[C:7]([C:1]3[CH:2]=[CH:3][CH:4]=[CH:5][CH:6]=3)[O:8][C:9]=2[C:15]([F:18])([F:17])[F:16])=[O:14])=[CH:21][CH:22]=1. (2) Given the reactants Br[C:2]1[CH:3]=[C:4]([NH:8][C:9](=[O:27])[C:10]2[CH:15]=[CH:14][N:13]=[C:12]([NH:16][C:17]3[CH:22]=[CH:21][C:20]([C:23]([F:26])([F:25])[F:24])=[CH:19][N:18]=3)[CH:11]=2)[CH:5]=[N:6][CH:7]=1.CC(C1C=C(C(C)C)C(C2C=CC=CC=2P(C2CCCCC2)C2CCCCC2)=C(C(C)C)C=1)C.[Li+].C[Si]([N-][Si](C)(C)C)(C)C.[NH:72]1[CH2:77][CH2:76][O:75][CH2:74][CH2:73]1, predict the reaction product. The product is: [O:75]1[CH2:76][CH2:77][N:72]([C:2]2[CH:3]=[C:4]([NH:8][C:9](=[O:27])[C:10]3[CH:15]=[CH:14][N:13]=[C:12]([NH:16][C:17]4[CH:22]=[CH:21][C:20]([C:23]([F:26])([F:25])[F:24])=[CH:19][N:18]=4)[CH:11]=3)[CH:5]=[N:6][CH:7]=2)[CH2:73][CH2:74]1. (3) Given the reactants I.[NH2:2][CH2:3][CH:4]1[CH2:9][CH2:8][CH2:7][CH:6]([N:10]2[C:19]3[C:14](=[CH:15][CH:16]=[CH:17][N:18]=3)[C:13]3=[N:20][O:21][C:22]([CH3:23])=[C:12]3[C:11]2=[O:24])[CH2:5]1.[C:25](O)(=[O:32])[C:26]1[CH:31]=[CH:30][CH:29]=[N:28][CH:27]=1.Cl.CN(C)CCCN=C=NCC.ON1C2N=CC=CC=2N=N1.C(N(CC)C(C)C)(C)C, predict the reaction product. The product is: [CH3:23][C:22]1[O:21][N:20]=[C:13]2[C:14]3[C:19](=[N:18][CH:17]=[CH:16][CH:15]=3)[N:10]([CH:6]3[CH2:7][CH2:8][CH2:9][CH:4]([CH2:3][NH:2][C:25](=[O:32])[C:26]4[CH:31]=[CH:30][CH:29]=[N:28][CH:27]=4)[CH2:5]3)[C:11](=[O:24])[C:12]=12. (4) The product is: [Cl:1][C:2]1[N:3]=[C:4]([C:9]([O:11][CH3:12])=[O:10])[CH:5]=[C:6]([CH:21]2[CH2:16][CH2:15]2)[N:7]=1. Given the reactants [Cl:1][C:2]1[N:7]=[C:6](Cl)[CH:5]=[C:4]([C:9]([O:11][CH3:12])=[O:10])[N:3]=1.CC(N)[CH2:15][C:16]1[CH:21]=CC=CC=1.OP(O)(O)=O.[Br-].C1([Zn+])CC1.[OH-].[Na+], predict the reaction product. (5) Given the reactants C(OC([NH:8][CH:9]1[CH2:14][CH2:13][N:12]([C:15]2[N:20]=[C:19]([N:21]3[CH2:25][CH2:24][CH2:23][CH:22]3[C:26]3[O:30][N:29]=[C:28]([C:31]4[CH:36]=[CH:35][CH:34]=[CH:33][N:32]=4)[CH:27]=3)[N:18]=[C:17]([NH:37][C:38]3[CH:42]=[C:41]([CH3:43])[NH:40][N:39]=3)[CH:16]=2)[CH2:11][CH2:10]1)=O)(C)(C)C.FC(F)(F)C(O)=O, predict the reaction product. The product is: [NH2:8][CH:9]1[CH2:10][CH2:11][N:12]([C:15]2[N:20]=[C:19]([N:21]3[CH2:25][CH2:24][CH2:23][CH:22]3[C:26]3[O:30][N:29]=[C:28]([C:31]4[CH:36]=[CH:35][CH:34]=[CH:33][N:32]=4)[CH:27]=3)[N:18]=[C:17]([NH:37][C:38]3[CH:42]=[C:41]([CH3:43])[NH:40][N:39]=3)[CH:16]=2)[CH2:13][CH2:14]1.